From a dataset of Peptide-MHC class I binding affinity with 185,985 pairs from IEDB/IMGT. Regression. Given a peptide amino acid sequence and an MHC pseudo amino acid sequence, predict their binding affinity value. This is MHC class I binding data. The peptide sequence is VPLRPMTY. The MHC is HLA-B18:01 with pseudo-sequence HLA-B18:01. The binding affinity (normalized) is 0.157.